This data is from HIV replication inhibition screening data with 41,000+ compounds from the AIDS Antiviral Screen. The task is: Binary Classification. Given a drug SMILES string, predict its activity (active/inactive) in a high-throughput screening assay against a specified biological target. (1) The molecule is CCN(CC)CCOC(=O)c1cc2cc([N+](=O)[O-])ccc2oc1=O. The result is 0 (inactive). (2) The compound is COc1ccccc1C1C(Cl)C(=O)N1n1cnc2ccccc2c1=O. The result is 0 (inactive). (3) The drug is Cc1ccc2c(n1)NC(=O)C(Cc1ccccc1)(N=[N+]=[N-])C2=O. The result is 0 (inactive).